Dataset: Reaction yield outcomes from USPTO patents with 853,638 reactions. Task: Predict the reaction yield, written as a fraction of the theoretical maximum amount of product (1.0 means a 100% yield; for example, 0.34 means a 34% yield). (1) The reactants are [C:1]12([NH2:11])[CH2:10][CH:5]3[CH2:6][CH:7]([CH2:9][CH:3]([CH2:4]3)[CH2:2]1)[CH2:8]2.[OH:12][C:13]1[CH:20]=[C:19]([OH:21])[CH:18]=[CH:17][C:14]=1[CH:15]=O. No catalyst specified. The product is [C:1]12([NH:11][CH2:15][C:14]3[CH:17]=[CH:18][C:19]([OH:21])=[CH:20][C:13]=3[OH:12])[CH2:8][CH:7]3[CH2:6][CH:5]([CH2:4][CH:3]([CH2:9]3)[CH2:2]1)[CH2:10]2. The yield is 0.700. (2) The reactants are [F:1][C:2]1[CH:3]=[C:4]([C:8]2[C:17]([CH3:18])=[CH:16][C:15]3[C:10](=[CH:11][CH:12]=[C:13]([O:19]C)[CH:14]=3)[C:9]=2[OH:21])[CH:5]=[CH:6][CH:7]=1.F[C:23]1[CH:30]=[CH:29][C:26]([CH:27]=[O:28])=[C:25]([C:31]([F:34])([F:33])[F:32])[CH:24]=1.C([O-])([O-])=O.[Cs+].[Cs+]. The catalyst is CN(C=O)C.O.CCOC(C)=O. The product is [OH:19][C:13]1[CH:14]=[C:15]2[C:10](=[CH:11][CH:12]=1)[C:9]([O:21][C:23]1[CH:30]=[CH:29][C:26]([CH:27]=[O:28])=[C:25]([C:31]([F:34])([F:33])[F:32])[CH:24]=1)=[C:8]([C:4]1[CH:5]=[CH:6][CH:7]=[C:2]([F:1])[CH:3]=1)[C:17]([CH3:18])=[CH:16]2. The yield is 0.650. (3) The reactants are [C:1]([C:3]1[CH:8]=[CH:7][C:6]([NH:9][C:10]([N:12]2[CH2:19][CH:18]3[CH2:20][CH:14]([CH2:15][NH:16][CH2:17]3)[CH2:13]2)=[O:11])=[CH:5][CH:4]=1)#[N:2].C([O-])([O-])=O.[K+].[K+].CC1C=CC(S(O[CH2:38][CH2:39][CH2:40][S:41]([CH2:44][CH3:45])(=[O:43])=[O:42])(=O)=O)=CC=1. The catalyst is CN(C=O)C.CC#N. The product is [C:1]([C:3]1[CH:8]=[CH:7][C:6]([NH:9][C:10]([N:12]2[CH2:19][CH:18]3[CH2:20][CH:14]([CH2:15][N:16]([CH2:38][CH2:39][CH2:40][S:41]([CH2:44][CH3:45])(=[O:43])=[O:42])[CH2:17]3)[CH2:13]2)=[O:11])=[CH:5][CH:4]=1)#[N:2]. The yield is 0.630. (4) The reactants are [Cl:1][C:2]1[N:11]=[C:10](Cl)[C:9]2[CH2:8][CH2:7][CH2:6][CH2:5][C:4]=2[N:3]=1. The catalyst is C(Cl)Cl.[NH4+].[OH-].[Zn]. The product is [Cl:1][C:2]1[N:11]=[CH:10][C:9]2[CH2:8][CH2:7][CH2:6][CH2:5][C:4]=2[N:3]=1. The yield is 0.750. (5) The reactants are [Br-].[Br-].[Br-].[NH+]1C=CC=CC=1.[NH+]1C=CC=CC=1.[NH+]1C=CC=CC=1.[N:22]1[CH:27]=[CH:26][CH:25]=[C:24]([C:28]2[CH:36]=[CH:35][CH:34]=[C:33]3[C:29]=2[CH:30]=[CH:31][NH:32]3)[CH:23]=1.[OH2:37]. The catalyst is CC(O)(C)C.C(O)C.C(O)(=O)C.[Zn]. The product is [N:22]1[CH:27]=[CH:26][CH:25]=[C:24]([C:28]2[CH:36]=[CH:35][CH:34]=[C:33]3[C:29]=2[CH2:30][C:31](=[O:37])[NH:32]3)[CH:23]=1. The yield is 1.00. (6) The reactants are C(P(C12CC3CC(CC(C3)C1)C2)C12CC3CC(CC(C3)C1)C2)CCCCC.[CH3:28][Si:29]([C:32]#[CH:33])([CH3:31])[CH3:30].Cl[C:35]1[CH:40]=[CH:39][C:38]([N+:41]([O-:43])=[O:42])=[CH:37][CH:36]=1. The catalyst is C(NCC)C.CC([O-])=O.CC([O-])=O.[Pd+2]. The product is [N+:41]([C:38]1[CH:39]=[CH:40][C:35]([C:33]#[C:32][Si:29]([CH3:31])([CH3:30])[CH3:28])=[CH:36][CH:37]=1)([O-:43])=[O:42]. The yield is 0.890. (7) The reactants are [CH3:1][O:2][C:3]1[N:8]=[C:7]([NH:9][CH2:10][C:11]2[CH:16]=[CH:15][C:14]([C:17]([F:20])([F:19])[F:18])=[CH:13][CH:12]=2)[CH:6]=[CH:5][C:4]=1[CH2:21][C:22]1[C:30]2[C:25](=[N:26][CH:27]=[CH:28][CH:29]=2)[N:24]([Si](C(C)C)(C(C)C)C(C)C)[CH:23]=1.O1CCCC1.[F-].C([N+](CCCC)(CCCC)CCCC)CCC. The catalyst is O. The product is [CH3:1][O:2][C:3]1[N:8]=[C:7]([NH:9][CH2:10][C:11]2[CH:16]=[CH:15][C:14]([C:17]([F:19])([F:20])[F:18])=[CH:13][CH:12]=2)[CH:6]=[CH:5][C:4]=1[CH2:21][C:22]1[C:30]2[C:25](=[N:26][CH:27]=[CH:28][CH:29]=2)[NH:24][CH:23]=1. The yield is 0.810. (8) The reactants are CN1CCOCC1.[N+:8]([C:11]1[N:12]=[C:13]([CH:16]([C:20]2[CH:25]=[CH:24][CH:23]=[CH:22][CH:21]=2)[C:17]([OH:19])=O)[NH:14][CH:15]=1)([O-:10])=[O:9].ClC1N=C(OC)N=C(OC)N=1.Cl.[CH3:38][O:39][C:40](=[O:46])[C@@H:41]1[CH2:45][CH2:44][CH2:43][NH:42]1. The product is [N+:8]([C:11]1[N:12]=[C:13]([CH:16]([C:20]2[CH:25]=[CH:24][CH:23]=[CH:22][CH:21]=2)[C:17]([N:42]2[CH2:43][CH2:44][CH2:45][C@H:41]2[C:40]([O:39][CH3:38])=[O:46])=[O:19])[NH:14][CH:15]=1)([O-:10])=[O:9]. The yield is 0.600. The catalyst is O1CCCC1.C(OC)(C)(C)C.CO.C(Cl)Cl. (9) The reactants are [Br:1][C:2]1[C:3]([NH2:9])=[N:4][CH:5]=[C:6]([Br:8])[CH:7]=1.Cl[CH2:11][C:12](=O)[CH3:13]. The catalyst is CCO. The product is [Br:8][C:6]1[CH:7]=[C:2]([Br:1])[C:3]2[N:4]([CH:11]=[C:12]([CH3:13])[N:9]=2)[CH:5]=1. The yield is 0.483. (10) The reactants are C([O:3][C:4]([C:6]1[CH:10]=[C:9]([CH3:11])[NH:8][N:7]=1)=[O:5])C.[OH-].[Na+].Cl. The catalyst is CCO. The product is [CH3:11][C:9]1[NH:8][N:7]=[C:6]([C:4]([OH:5])=[O:3])[CH:10]=1. The yield is 0.880.